From a dataset of Forward reaction prediction with 1.9M reactions from USPTO patents (1976-2016). Predict the product of the given reaction. (1) Given the reactants [CH:1]1([CH:4]([C:23]2[CH:28]=[CH:27][C:26](C3C=CN(C)C(=O)C=3)=[CH:25][CH:24]=2)[N:5]2[CH2:10][CH2:9][C:8]([CH2:17][C:18]([OH:21])([CH3:20])[CH3:19])([C:11]3[CH:16]=[CH:15][CH:14]=[CH:13][CH:12]=3)[O:7][C:6]2=[O:22])[CH2:3][CH2:2]1.Br[C:38]1[CH:39]=[CH:40][C:41](=[O:45])[N:42]([CH3:44])[CH:43]=1, predict the reaction product. The product is: [CH:1]1([CH:4]([C:23]2[CH:28]=[CH:27][C:26]([C:38]3[CH:39]=[CH:40][C:41](=[O:45])[N:42]([CH3:44])[CH:43]=3)=[CH:25][CH:24]=2)[N:5]2[CH2:10][CH2:9][C:8]([CH2:17][C:18]([OH:21])([CH3:19])[CH3:20])([C:11]3[CH:16]=[CH:15][CH:14]=[CH:13][CH:12]=3)[O:7][C:6]2=[O:22])[CH2:3][CH2:2]1. (2) Given the reactants [NH2:1][C:2]1[N:7]=[CH:6][N:5]=[C:4]2[N:8]([CH:12]([C:14]3[C:25]4[O:24][CH2:23][CH2:22][CH2:21][N:20](C(OC(C)(C)C)=O)[CH2:19][C:18]=4[C:17]([F:33])=[C:16]([Cl:34])[CH:15]=3)[CH3:13])[N:9]=[C:10]([CH3:11])[C:3]=12.C(Cl)Cl.C(N(CC)C(C)C)(C)C.[CH3:47][S:48](Cl)(=[O:50])=[O:49], predict the reaction product. The product is: [Cl:34][C:16]1[CH:15]=[C:14]([CH:12]([N:8]2[C:4]3=[N:5][CH:6]=[N:7][C:2]([NH2:1])=[C:3]3[C:10]([CH3:11])=[N:9]2)[CH3:13])[C:25]2[O:24][CH2:23][CH2:22][CH2:21][N:20]([S:48]([CH3:47])(=[O:50])=[O:49])[CH2:19][C:18]=2[C:17]=1[F:33]. (3) Given the reactants [OH-].[Na+].[CH2:3]([C:5]1[CH:10]=[CH:9][C:8]([C:11]2[C:19]3[C:18]([O:20][CH2:21][CH:22]([C:25]([CH3:28])([CH3:27])[CH3:26])[CH2:23][OH:24])=[N:17][CH:16]=[N:15][C:14]=3[O:13][C:12]=2[C:29]2[CH:34]=[CH:33][CH:32]=[CH:31][CH:30]=2)=[CH:7][CH:6]=1)[CH3:4].[C:35]([O:39][C:40](=[O:43])[CH2:41]Br)([CH3:38])([CH3:37])[CH3:36].Cl, predict the reaction product. The product is: [C:35]([O:39][C:40](=[O:43])[CH2:41][O:24][CH2:23][CH:22]([CH2:21][O:20][C:18]1[C:19]2[C:11]([C:8]3[CH:7]=[CH:6][C:5]([CH2:3][CH3:4])=[CH:10][CH:9]=3)=[C:12]([C:29]3[CH:30]=[CH:31][CH:32]=[CH:33][CH:34]=3)[O:13][C:14]=2[N:15]=[CH:16][N:17]=1)[C:25]([CH3:28])([CH3:27])[CH3:26])([CH3:38])([CH3:37])[CH3:36].